Dataset: Peptide-MHC class II binding affinity with 134,281 pairs from IEDB. Task: Regression. Given a peptide amino acid sequence and an MHC pseudo amino acid sequence, predict their binding affinity value. This is MHC class II binding data. (1) The peptide sequence is RKHIEWNCDVCRHGD. The MHC is DRB1_0701 with pseudo-sequence DRB1_0701. The binding affinity (normalized) is 0. (2) The peptide sequence is FYNEKAFLLTTFDVS. The MHC is DRB1_1101 with pseudo-sequence DRB1_1101. The binding affinity (normalized) is 0.252. (3) The peptide sequence is YDKFLANVSTVYTGK. The MHC is DRB1_1302 with pseudo-sequence DRB1_1302. The binding affinity (normalized) is 1.00. (4) The MHC is HLA-DPA10201-DPB10501 with pseudo-sequence HLA-DPA10201-DPB10501. The peptide sequence is VEIFGITALIILS. The binding affinity (normalized) is 0.0994. (5) The peptide sequence is GIKVGYTAHIRKATE. The MHC is DRB1_0802 with pseudo-sequence DRB1_0802. The binding affinity (normalized) is 0.681. (6) The peptide sequence is TRRFLPQILAECARR. The binding affinity (normalized) is 0. The MHC is DRB5_0101 with pseudo-sequence DRB5_0101.